Regression. Given two drug SMILES strings and cell line genomic features, predict the synergy score measuring deviation from expected non-interaction effect. From a dataset of NCI-60 drug combinations with 297,098 pairs across 59 cell lines. (1) Drug 1: CC12CCC(CC1=CCC3C2CCC4(C3CC=C4C5=CN=CC=C5)C)O. Drug 2: CN1C2=C(C=C(C=C2)N(CCCl)CCCl)N=C1CCCC(=O)O.Cl. Cell line: CAKI-1. Synergy scores: CSS=7.13, Synergy_ZIP=-4.06, Synergy_Bliss=-1.38, Synergy_Loewe=-28.4, Synergy_HSA=0.584. (2) Drug 1: CS(=O)(=O)CCNCC1=CC=C(O1)C2=CC3=C(C=C2)N=CN=C3NC4=CC(=C(C=C4)OCC5=CC(=CC=C5)F)Cl. Drug 2: CC1C(C(CC(O1)OC2CC(CC3=C2C(=C4C(=C3O)C(=O)C5=C(C4=O)C(=CC=C5)OC)O)(C(=O)CO)O)N)O.Cl. Cell line: HCT-15. Synergy scores: CSS=25.8, Synergy_ZIP=7.17, Synergy_Bliss=9.81, Synergy_Loewe=4.45, Synergy_HSA=8.45. (3) Drug 1: CNC(=O)C1=NC=CC(=C1)OC2=CC=C(C=C2)NC(=O)NC3=CC(=C(C=C3)Cl)C(F)(F)F. Drug 2: C1C(C(OC1N2C=NC3=C2NC=NCC3O)CO)O. Cell line: BT-549. Synergy scores: CSS=-2.62, Synergy_ZIP=7.22, Synergy_Bliss=-0.595, Synergy_Loewe=-8.71, Synergy_HSA=-6.58. (4) Drug 1: CC1C(C(=O)NC(C(=O)N2CCCC2C(=O)N(CC(=O)N(C(C(=O)O1)C(C)C)C)C)C(C)C)NC(=O)C3=C4C(=C(C=C3)C)OC5=C(C(=O)C(=C(C5=N4)C(=O)NC6C(OC(=O)C(N(C(=O)CN(C(=O)C7CCCN7C(=O)C(NC6=O)C(C)C)C)C)C(C)C)C)N)C. Drug 2: C1C(C(OC1N2C=NC3=C(N=C(N=C32)Cl)N)CO)O. Cell line: MDA-MB-435. Synergy scores: CSS=28.1, Synergy_ZIP=-13.2, Synergy_Bliss=-5.11, Synergy_Loewe=-10.3, Synergy_HSA=-2.80. (5) Drug 1: CC1=C(C=C(C=C1)C(=O)NC2=CC(=CC(=C2)C(F)(F)F)N3C=C(N=C3)C)NC4=NC=CC(=N4)C5=CN=CC=C5. Drug 2: CCC1=C2CN3C(=CC4=C(C3=O)COC(=O)C4(CC)O)C2=NC5=C1C=C(C=C5)O. Cell line: HT29. Synergy scores: CSS=10.3, Synergy_ZIP=2.07, Synergy_Bliss=4.98, Synergy_Loewe=-34.7, Synergy_HSA=-7.62. (6) Drug 1: CC1=C2C(C(=O)C3(C(CC4C(C3C(C(C2(C)C)(CC1OC(=O)C(C(C5=CC=CC=C5)NC(=O)OC(C)(C)C)O)O)OC(=O)C6=CC=CC=C6)(CO4)OC(=O)C)OC)C)OC. Drug 2: CCC1(C2=C(COC1=O)C(=O)N3CC4=CC5=C(C=CC(=C5CN(C)C)O)N=C4C3=C2)O.Cl. Cell line: CAKI-1. Synergy scores: CSS=54.7, Synergy_ZIP=-1.50, Synergy_Bliss=-2.88, Synergy_Loewe=-1.42, Synergy_HSA=2.80. (7) Drug 1: CC1CCC2CC(C(=CC=CC=CC(CC(C(=O)C(C(C(=CC(C(=O)CC(OC(=O)C3CCCCN3C(=O)C(=O)C1(O2)O)C(C)CC4CCC(C(C4)OC)O)C)C)O)OC)C)C)C)OC. Drug 2: CC12CCC3C(C1CCC2O)C(CC4=C3C=CC(=C4)O)CCCCCCCCCS(=O)CCCC(C(F)(F)F)(F)F. Cell line: BT-549. Synergy scores: CSS=-0.154, Synergy_ZIP=0.445, Synergy_Bliss=4.40, Synergy_Loewe=-3.33, Synergy_HSA=-0.538. (8) Drug 1: C1=CC(=CC=C1CCC2=CNC3=C2C(=O)NC(=N3)N)C(=O)NC(CCC(=O)O)C(=O)O. Drug 2: CCC1=C2CN3C(=CC4=C(C3=O)COC(=O)C4(CC)O)C2=NC5=C1C=C(C=C5)O. Cell line: HOP-92. Synergy scores: CSS=40.8, Synergy_ZIP=-13.7, Synergy_Bliss=-4.58, Synergy_Loewe=-11.6, Synergy_HSA=-0.825. (9) Drug 1: C1CC(C1)(C(=O)O)C(=O)O.[NH2-].[NH2-].[Pt+2]. Cell line: OVCAR-5. Synergy scores: CSS=7.20, Synergy_ZIP=-2.76, Synergy_Bliss=-2.66, Synergy_Loewe=-2.15, Synergy_HSA=-2.47. Drug 2: CC1=C(C=C(C=C1)NC(=O)C2=CC=C(C=C2)CN3CCN(CC3)C)NC4=NC=CC(=N4)C5=CN=CC=C5. (10) Drug 1: CC=C1C(=O)NC(C(=O)OC2CC(=O)NC(C(=O)NC(CSSCCC=C2)C(=O)N1)C(C)C)C(C)C. Drug 2: CS(=O)(=O)OCCCCOS(=O)(=O)C. Cell line: OVCAR-5. Synergy scores: CSS=63.0, Synergy_ZIP=-3.35, Synergy_Bliss=-3.22, Synergy_Loewe=-5.41, Synergy_HSA=-1.46.